The task is: Predict the reaction yield, written as a fraction of the theoretical maximum amount of product (1.0 means a 100% yield; for example, 0.34 means a 34% yield).. This data is from Reaction yield outcomes from USPTO patents with 853,638 reactions. (1) The reactants are [CH3:1][O:2][C:3]1[CH:4]=[C:5]2[C:9](=[CH:10][CH:11]=1)[CH:8]([OH:12])[CH:7]([CH2:13][CH2:14][N:15]1[CH2:19][CH2:18][CH2:17][CH2:16]1)[CH2:6]2.C1(C(C2C=CC=CC=2)=O)C=CC=CC=1.CC([O-])(C)C.[K+]. The catalyst is C1(C)C=CC=CC=1. The product is [CH3:1][O:2][C:3]1[CH:4]=[C:5]2[C:9](=[CH:10][CH:11]=1)[C:8](=[O:12])[CH:7]([CH2:13][CH2:14][N:15]1[CH2:19][CH2:18][CH2:17][CH2:16]1)[CH2:6]2. The yield is 0.620. (2) The reactants are [Li+].[BH4-].[C:3]([O:7][C:8]([N:10]1[CH2:15][CH2:14][C:13]2[N:16]([CH2:29][CH2:30][C:31](OC)=[O:32])[N:17]=[C:18]([C:19]3[CH:24]=[CH:23][C:22]([C:25]([F:28])([F:27])[F:26])=[CH:21][CH:20]=3)[C:12]=2[CH2:11]1)=[O:9])([CH3:6])([CH3:5])[CH3:4]. The catalyst is C1COCC1. The product is [C:3]([O:7][C:8]([N:10]1[CH2:15][CH2:14][C:13]2[N:16]([CH2:29][CH2:30][CH2:31][OH:32])[N:17]=[C:18]([C:19]3[CH:24]=[CH:23][C:22]([C:25]([F:28])([F:26])[F:27])=[CH:21][CH:20]=3)[C:12]=2[CH2:11]1)=[O:9])([CH3:6])([CH3:5])[CH3:4]. The yield is 0.950. (3) The reactants are [N+:1]([CH2:3][C:4]([O:6]C)=O)#[C-:2].[NH:8]1[CH2:12][CH2:11][CH2:10][CH2:9]1. No catalyst specified. The product is [N+:1]([CH2:3][C:4]([N:8]1[CH2:12][CH2:11][CH2:10][CH2:9]1)=[O:6])#[C-:2]. The yield is 0.960. (4) The reactants are [Cl:1][C:2]1[N:7]=[C:6](Cl)[CH:5]=[C:4]([CH3:9])[N:3]=1.[C:10]([O:14][C:15](=[O:24])[NH:16][C@H:17]1[CH2:22][CH2:21][C@@H:20]([NH2:23])[CH2:19][CH2:18]1)([CH3:13])([CH3:12])[CH3:11]. The catalyst is CO.CCN(C(C)C)C(C)C. The product is [C:10]([O:14][C:15](=[O:24])[NH:16][C@H:17]1[CH2:18][CH2:19][C@@H:20]([NH:23][C:6]2[CH:5]=[C:4]([CH3:9])[N:3]=[C:2]([Cl:1])[N:7]=2)[CH2:21][CH2:22]1)([CH3:13])([CH3:11])[CH3:12]. The yield is 0.660. (5) The reactants are C1(N2[C:12](=[O:13])[C:11]3[S:14][CH:15]=[C:16]([C:17]4[CH:22]=[CH:21][CH:20]=[CH:19][CH:18]=4)[C:10]=3[N:9]=[CH:8]2)C=CC=CC=1.NC1C(C2C=CC=CC=2[F:35])=CSC=1C(OC)=O.C(OCC)(OCC)OCC.[Cl:50][C:51]1[CH:57]=[CH:56][C:54]([NH2:55])=[CH:53][CH:52]=1. The catalyst is C(O)(=O)C. The product is [Cl:50][C:51]1[CH:57]=[CH:56][C:54]([N:55]2[C:12](=[O:13])[C:11]3[S:14][CH:15]=[C:16]([C:17]4[CH:22]=[CH:21][CH:20]=[C:19]([F:35])[CH:18]=4)[C:10]=3[N:9]=[CH:8]2)=[CH:53][CH:52]=1. The yield is 0.730.